From a dataset of NCI-60 drug combinations with 297,098 pairs across 59 cell lines. Regression. Given two drug SMILES strings and cell line genomic features, predict the synergy score measuring deviation from expected non-interaction effect. (1) Drug 1: CC1=CC2C(CCC3(C2CCC3(C(=O)C)OC(=O)C)C)C4(C1=CC(=O)CC4)C. Drug 2: CC1CCC2CC(C(=CC=CC=CC(CC(C(=O)C(C(C(=CC(C(=O)CC(OC(=O)C3CCCCN3C(=O)C(=O)C1(O2)O)C(C)CC4CCC(C(C4)OC)OCCO)C)C)O)OC)C)C)C)OC. Cell line: HOP-92. Synergy scores: CSS=-3.67, Synergy_ZIP=0.499, Synergy_Bliss=-4.96, Synergy_Loewe=-28.3, Synergy_HSA=-13.0. (2) Drug 1: CN(CC1=CN=C2C(=N1)C(=NC(=N2)N)N)C3=CC=C(C=C3)C(=O)NC(CCC(=O)O)C(=O)O. Drug 2: CN(CCCl)CCCl.Cl. Cell line: KM12. Synergy scores: CSS=38.9, Synergy_ZIP=-9.43, Synergy_Bliss=-10.5, Synergy_Loewe=-15.5, Synergy_HSA=-6.74. (3) Drug 2: C(CC(=O)O)C(=O)CN.Cl. Cell line: DU-145. Drug 1: CC1C(C(CC(O1)OC2CC(CC3=C2C(=C4C(=C3O)C(=O)C5=C(C4=O)C(=CC=C5)OC)O)(C(=O)C)O)N)O.Cl. Synergy scores: CSS=16.3, Synergy_ZIP=-8.17, Synergy_Bliss=-5.80, Synergy_Loewe=-8.79, Synergy_HSA=-4.33. (4) Drug 1: CCN(CC)CCNC(=O)C1=C(NC(=C1C)C=C2C3=C(C=CC(=C3)F)NC2=O)C. Drug 2: COCCOC1=C(C=C2C(=C1)C(=NC=N2)NC3=CC=CC(=C3)C#C)OCCOC.Cl. Cell line: BT-549. Synergy scores: CSS=-7.43, Synergy_ZIP=1.22, Synergy_Bliss=-5.11, Synergy_Loewe=-5.48, Synergy_HSA=-7.48. (5) Drug 1: CC1=C2C(C(=O)C3(C(CC4C(C3C(C(C2(C)C)(CC1OC(=O)C(C(C5=CC=CC=C5)NC(=O)OC(C)(C)C)O)O)OC(=O)C6=CC=CC=C6)(CO4)OC(=O)C)OC)C)OC. Drug 2: CC1C(C(=O)NC(C(=O)N2CCCC2C(=O)N(CC(=O)N(C(C(=O)O1)C(C)C)C)C)C(C)C)NC(=O)C3=C4C(=C(C=C3)C)OC5=C(C(=O)C(=C(C5=N4)C(=O)NC6C(OC(=O)C(N(C(=O)CN(C(=O)C7CCCN7C(=O)C(NC6=O)C(C)C)C)C)C(C)C)C)N)C. Cell line: NCI-H322M. Synergy scores: CSS=36.4, Synergy_ZIP=3.74, Synergy_Bliss=5.81, Synergy_Loewe=-0.653, Synergy_HSA=4.99. (6) Drug 1: CCN(CC)CCNC(=O)C1=C(NC(=C1C)C=C2C3=C(C=CC(=C3)F)NC2=O)C. Drug 2: CCCCC(=O)OCC(=O)C1(CC(C2=C(C1)C(=C3C(=C2O)C(=O)C4=C(C3=O)C=CC=C4OC)O)OC5CC(C(C(O5)C)O)NC(=O)C(F)(F)F)O. Cell line: SF-268. Synergy scores: CSS=26.2, Synergy_ZIP=-1.30, Synergy_Bliss=-0.962, Synergy_Loewe=4.35, Synergy_HSA=2.54. (7) Drug 1: C1CN1P(=S)(N2CC2)N3CC3. Drug 2: C(CC(=O)O)C(=O)CN.Cl. Cell line: UACC-257. Synergy scores: CSS=10.6, Synergy_ZIP=-2.19, Synergy_Bliss=1.19, Synergy_Loewe=-0.382, Synergy_HSA=-0.312.